From a dataset of NCI-60 drug combinations with 297,098 pairs across 59 cell lines. Regression. Given two drug SMILES strings and cell line genomic features, predict the synergy score measuring deviation from expected non-interaction effect. (1) Drug 1: CS(=O)(=O)C1=CC(=C(C=C1)C(=O)NC2=CC(=C(C=C2)Cl)C3=CC=CC=N3)Cl. Drug 2: C(=O)(N)NO. Cell line: OVCAR3. Synergy scores: CSS=1.99, Synergy_ZIP=-1.53, Synergy_Bliss=-0.684, Synergy_Loewe=-3.82, Synergy_HSA=-2.63. (2) Drug 1: C1=CC=C(C=C1)NC(=O)CCCCCCC(=O)NO. Drug 2: CC1C(C(CC(O1)OC2CC(CC3=C2C(=C4C(=C3O)C(=O)C5=CC=CC=C5C4=O)O)(C(=O)C)O)N)O. Cell line: T-47D. Synergy scores: CSS=62.9, Synergy_ZIP=1.77, Synergy_Bliss=0.955, Synergy_Loewe=3.93, Synergy_HSA=5.38.